The task is: Predict the reaction yield, written as a fraction of the theoretical maximum amount of product (1.0 means a 100% yield; for example, 0.34 means a 34% yield).. This data is from Reaction yield outcomes from USPTO patents with 853,638 reactions. (1) The reactants are [NH2:1][C:2]1[CH:7]=[CH:6][C:5]([CH3:8])=[CH:4][C:3]=1[SH:9].[Br:10][C:11]1[CH:18]=[CH:17][C:14]([CH:15]=O)=[CH:13][CH:12]=1.CC1C=CC(S(O)(=O)=O)=CC=1. The catalyst is C1(C)C=CC=CC=1. The product is [Br:10][C:11]1[CH:18]=[CH:17][C:14]([C:15]2[S:9][C:3]3[CH:4]=[C:5]([CH3:8])[CH:6]=[CH:7][C:2]=3[N:1]=2)=[CH:13][CH:12]=1. The yield is 0.769. (2) The reactants are [C:1](O)(=O)[C:2]1[CH:7]=CC=C[CH:3]=1.FC(F)(F)[C:12]([OH:14])=[O:13].[Cl:17][C:18]1[CH:19]=[C:20]2[C:25](=[CH:26][CH:27]=1)[CH:24]=[C:23]([S:28]([N:31]1[CH2:36][CH2:35][NH:34][CH2:33][CH2:32]1)(=[O:30])=[O:29])[CH:22]=[CH:21]2.ON1[C:42]2[CH:43]=[CH:44][CH:45]=[CH:46][C:41]=2N=N1.CN1CC[O:51][CH2:50]C1.Cl.CN(C)[CH2:57][CH2:58][CH2:59][N:60]=[C:61]=[N:62]CC.[CH3:66]N(C)C=O. The catalyst is ClCCl. The product is [C:2]([O:14][C:12]([NH:62][C:61]1[CH:66]=[CH:57][C:58]([C:41]2[CH:46]=[CH:45][C:44]([C:50]([N:34]3[CH2:33][CH2:32][N:31]([S:28]([C:23]4[CH:22]=[CH:21][C:20]5[C:25](=[CH:26][CH:27]=[C:18]([Cl:17])[CH:19]=5)[CH:24]=4)(=[O:29])=[O:30])[CH2:36][CH2:35]3)=[O:51])=[CH:43][CH:42]=2)=[CH:59][N:60]=1)=[O:13])([CH3:7])([CH3:3])[CH3:1]. The yield is 0.900. (3) The reactants are [CH3:1][NH:2][C:3]1[CH2:7][S:6][C:5](=[O:8])[N:4]=1.CC(C)([O-])C.[K+].[F:15][C:16]([F:41])([F:40])[C:17]1[CH:35]=[C:34]([C:36]([F:39])([F:38])[F:37])[CH:33]=[CH:32][C:18]=1[CH2:19][O:20][C:21]1[C:28]([O:29][CH3:30])=[CH:27][C:24]([CH:25]=O)=[C:23]([Br:31])[CH:22]=1.[Cl-].[NH4+]. The catalyst is C(O)C. The product is [F:40][C:16]([F:15])([F:41])[C:17]1[CH:35]=[C:34]([C:36]([F:38])([F:39])[F:37])[CH:33]=[CH:32][C:18]=1[CH2:19][O:20][C:21]1[C:28]([O:29][CH3:30])=[CH:27][C:24](/[CH:25]=[C:7]2/[C:3]([NH:2][CH3:1])=[N:4][C:5](=[O:8])[S:6]/2)=[C:23]([Br:31])[CH:22]=1. The yield is 0.900. (4) The reactants are [O:1]=[C:2]1[CH2:7][N:6]([C:8]([O:10][CH2:11][C:12]2[CH:17]=[CH:16][CH:15]=[CH:14][CH:13]=2)=[O:9])[C@H:5]([C:18]([O:20][C:21]([CH3:24])([CH3:23])[CH3:22])=[O:19])[CH2:4][CH2:3]1.[BH4-].[Na+].[Cl-].[NH4+]. The catalyst is C(O)C. The product is [OH:1][C@@H:2]1[CH2:7][N:6]([C:8]([O:10][CH2:11][C:12]2[CH:17]=[CH:16][CH:15]=[CH:14][CH:13]=2)=[O:9])[C@H:5]([C:18]([O:20][C:21]([CH3:24])([CH3:23])[CH3:22])=[O:19])[CH2:4][CH2:3]1. The yield is 0.910. (5) The reactants are C(NC(C)C)(C)C.[Si:8]([O:15][C:16]1[CH:21]=[CH:20][C:19]([CH2:22][CH2:23][C:24]([O:26][CH2:27][CH3:28])=[O:25])=[CH:18][CH:17]=1)([C:11]([CH3:14])([CH3:13])[CH3:12])([CH3:10])[CH3:9].[O:29]=[C:30]([CH2:36][CH3:37])[C:31]([O:33][CH2:34][CH3:35])=[O:32].CCCCCC.C(OCC)(=O)C. The catalyst is O1CCCC1. The product is [Si:8]([O:15][C:16]1[CH:17]=[CH:18][C:19]([CH2:22][CH:23]([C:24]([O:26][CH2:27][CH3:28])=[O:25])[C:30]([CH2:36][CH3:37])([OH:29])[C:31]([O:33][CH2:34][CH3:35])=[O:32])=[CH:20][CH:21]=1)([C:11]([CH3:14])([CH3:13])[CH3:12])([CH3:10])[CH3:9]. The yield is 0.250. (6) The reactants are C([O:3][C:4]([C:6]12[CH2:23][CH:22]1[CH:21]=[CH:20][CH2:19][CH2:18][CH2:17][CH2:16][N:15]([CH3:24])[C:14](=[O:25])[CH:13]1[CH:9]([CH2:10][CH:11]([O:26][C:27]3[CH:32]=[C:31]([O:33][CH3:34])[N:30]=[C:29]([C:35]4[CH:40]=[CH:39][CH:38]=[CH:37][CH:36]=4)[N:28]=3)[CH2:12]1)[C:8](=[O:41])[NH:7]2)=[O:5])C.CO.[Li+].[OH-].C(O)(=O)CC(CC(O)=O)(C(O)=O)O. The catalyst is C1COCC1.C(Cl)Cl.O. The product is [CH3:34][O:33][C:31]1[N:30]=[C:29]([C:35]2[CH:36]=[CH:37][CH:38]=[CH:39][CH:40]=2)[N:28]=[C:27]([O:26][CH:11]2[CH2:10][CH:9]3[CH:13]([C:14](=[O:25])[N:15]([CH3:24])[CH2:16][CH2:17][CH2:18][CH2:19][CH:20]=[CH:21][CH:22]4[C:6]([C:4]([OH:5])=[O:3])([NH:7][C:8]3=[O:41])[CH2:23]4)[CH2:12]2)[CH:32]=1. The yield is 1.00. (7) The reactants are [CH:1]1([C:5]2[N:10]([C:11]3[CH:16]=[CH:15][CH:14]=[CH:13][CH:12]=3)[C:9](=[O:17])[CH:8]=[C:7]([NH:18][C:19]3[CH:28]=[CH:27][CH:26]=[CH:25][C:20]=3[C:21]([O:23]C)=O)[CH:6]=2)[CH2:4][CH2:3][CH2:2]1.C(=O)(O)[O-].[K+].CC(OC)(C)C.CO. The catalyst is O. The product is [CH:1]1([C:5]2[N:10]([C:11]3[CH:12]=[CH:13][CH:14]=[CH:15][CH:16]=3)[C:9](=[O:17])[C:8]3[C:21](=[O:23])[C:20]4[CH:25]=[CH:26][CH:27]=[CH:28][C:19]=4[NH:18][C:7]=3[CH:6]=2)[CH2:2][CH2:3][CH2:4]1. The yield is 0.720. (8) The reactants are Br[C:2]1[CH:7]=[N:6][CH2:5][C:4](N)([O:8][CH3:9])[N:3]=1.[CH3:11][PH:12](=[O:14])[CH3:13].P([O-])([O-])([O-])=O.[K+].[K+].[K+].C[N:24](C=O)C. The catalyst is C([O-])(=O)C.[Pd+2].C([O-])(=O)C.CC1(C)C2C(=C(P(C3C=CC=CC=3)C3C=CC=CC=3)C=CC=2)OC2C(P(C3C=CC=CC=3)C3C=CC=CC=3)=CC=CC1=2. The product is [CH3:11][P:12]([C:2]1[N:3]=[C:4]([O:8][CH3:9])[C:5]([NH2:24])=[N:6][CH:7]=1)([CH3:13])=[O:14]. The yield is 0.630. (9) The reactants are CCN=C=NCCCN(C)C.Cl.[C:13]([O:16][C:17]1[CH:25]=[CH:24][C:23]([Cl:26])=[CH:22][C:18]=1[C:19]([OH:21])=O)(=[O:15])[CH3:14].[NH2:27][C@@H:28]([CH2:46][C:47]1[CH:52]=[CH:51][CH:50]=[CH:49][CH:48]=1)[C:29]([NH:31][C:32]1[CH:37]=[C:36]([C:38]([F:41])([F:40])[F:39])[CH:35]=[C:34]([C:42]([F:45])([F:44])[F:43])[CH:33]=1)=[O:30].ON1C2C=CC=CC=2N=N1.Cl. The catalyst is CN(C)C=O. The product is [C:13]([O:16][C:17]1[CH:25]=[CH:24][C:23]([Cl:26])=[CH:22][C:18]=1[C:19]([NH:27][C@H:28]([C:29](=[O:30])[NH:31][C:32]1[CH:37]=[C:36]([C:38]([F:40])([F:41])[F:39])[CH:35]=[C:34]([C:42]([F:43])([F:44])[F:45])[CH:33]=1)[CH2:46][C:47]1[CH:48]=[CH:49][CH:50]=[CH:51][CH:52]=1)=[O:21])(=[O:15])[CH3:14]. The yield is 0.514. (10) The reactants are [Cl:1][C:2]1[CH:3]=[C:4]([C:11]2[CH:15]=[CH:14][N:13]([CH2:16][C@@H:17]([NH:19][C:20]([C:22]3[CH:26]=[C:25]([C:27]([OH:30])([CH3:29])[CH3:28])[O:24][N:23]=3)=[O:21])[CH3:18])[N:12]=2)[CH:5]=[C:6](F)[C:7]=1[C:8]#[N:9].[C:31](=O)([O-])[O-:32].[Cs+].[Cs+]. The catalyst is CO. The product is [Cl:1][C:2]1[CH:3]=[C:4]([C:11]2[CH:15]=[CH:14][N:13]([CH2:16][C@@H:17]([NH:19][C:20]([C:22]3[CH:26]=[C:25]([C:27]([OH:30])([CH3:29])[CH3:28])[O:24][N:23]=3)=[O:21])[CH3:18])[N:12]=2)[CH:5]=[C:6]([O:32][CH3:31])[C:7]=1[C:8]#[N:9]. The yield is 0.603.